From a dataset of Catalyst prediction with 721,799 reactions and 888 catalyst types from USPTO. Predict which catalyst facilitates the given reaction. (1) Product: [F:12][C:3]1[CH:4]=[C:5]([N+:9]([O-:11])=[O:10])[C:6]([F:8])=[CH:7][C:2]=1[C:18]1[CH:17]=[CH:16][C:15]([O:14][CH3:13])=[N:20][CH:19]=1. Reactant: Br[C:2]1[CH:7]=[C:6]([F:8])[C:5]([N+:9]([O-:11])=[O:10])=[CH:4][C:3]=1[F:12].[CH3:13][O:14][C:15]1[N:20]=[CH:19][C:18](B(O)O)=[CH:17][CH:16]=1.C(=O)([O-])[O-].[Na+].[Na+].CCOC(C)=O. The catalyst class is: 600. (2) Reactant: [H-].[Na+].[CH2:3]([OH:7])[C:4]#[C:5][CH3:6].Cl[C:9]1[N:14]=[CH:13][N:12]=[C:11]([N:15]2[CH2:21][CH2:20][CH:19]([CH3:22])[CH2:18][CH2:17][CH:16]2[CH3:23])[C:10]=1[F:24].[Cl-].[NH4+]. Product: [CH2:3]([O:7][C:9]1[N:14]=[CH:13][N:12]=[C:11]([N:15]2[CH2:21][CH2:20][CH:19]([CH3:22])[CH2:18][CH2:17][CH:16]2[CH3:23])[C:10]=1[F:24])[C:4]#[C:5][CH3:6]. The catalyst class is: 7. (3) Reactant: [CH3:1][O:2][C:3]1[CH:4]=[C:5]2[C:10](=[CH:11][C:12]=1[O:13][CH3:14])[N:9]=[CH:8][CH:7]=[C:6]2[O:15][C:16]1[CH:22]=[CH:21][C:19]([NH2:20])=[C:18]([CH3:23])[C:17]=1[CH3:24].C1(C)C=CC=CC=1.C(N(CC)CC)C.Cl[C:40](Cl)([O:42][C:43](=[O:49])OC(Cl)(Cl)Cl)Cl.[CH3:51][C:52]1[CH:57]=[CH:56][C:55]([S:58][CH2:59][CH2:60]CO)=[CH:54][CH:53]=1. Product: [CH3:1][O:2][C:3]1[CH:4]=[C:5]2[C:10](=[CH:11][C:12]=1[O:13][CH3:14])[N:9]=[CH:8][CH:7]=[C:6]2[O:15][C:16]1[CH:22]=[CH:21][C:19]([NH:20][C:43](=[O:49])[O:42][CH2:40][CH2:60][CH2:59][S:58][C:55]2[CH:56]=[CH:57][C:52]([CH3:51])=[CH:53][CH:54]=2)=[C:18]([CH3:23])[C:17]=1[CH3:24]. The catalyst class is: 2. (4) Reactant: C[Si](C)(C)[C:3]#[C:4][CH2:5][CH2:6][CH2:7][O:8][C:9]1[CH:10]=[CH:11][C:12]([O:15][C:16]2[CH:17]=[C:18]([CH:33]=[CH:34][CH:35]=2)[CH:19]=[C:20]2[CH2:25][CH2:24][N:23]([C:26]([O:28][C:29]([CH3:32])([CH3:31])[CH3:30])=[O:27])[CH2:22][CH2:21]2)=[N:13][CH:14]=1.CCCC[N+](CCCC)(CCCC)CCCC.[F-]. The catalyst class is: 1. Product: [CH2:7]([O:8][C:9]1[CH:10]=[CH:11][C:12]([O:15][C:16]2[CH:17]=[C:18]([CH:33]=[CH:34][CH:35]=2)[CH:19]=[C:20]2[CH2:25][CH2:24][N:23]([C:26]([O:28][C:29]([CH3:31])([CH3:32])[CH3:30])=[O:27])[CH2:22][CH2:21]2)=[N:13][CH:14]=1)[CH2:6][CH2:5][C:4]#[CH:3]. (5) Reactant: P12(SP3(SP(SP(S3)(S1)=S)(=S)S2)=S)=S.C(N)=O.Br[CH2:19][C:20]([C:22]1[CH:27]=[CH:26][C:25]([Br:28])=[CH:24][CH:23]=1)=O.[CH:29]([NH2:31])=[S:30].[OH-].[Na+]. Product: [Br:28][C:25]1[CH:26]=[CH:27][C:22]([C:20]2[N:31]=[CH:29][S:30][CH:19]=2)=[CH:23][CH:24]=1. The catalyst class is: 12. (6) Reactant: [NH2:1][C:2]1[CH:11]=[CH:10][C:5]([C:6]([O:8][CH3:9])=[O:7])=[CH:4][C:3]=1I.[F:13][C:14]1[CH:19]=[CH:18][C:17]([N:20]2[CH2:25][CH2:24][C:23](=O)[CH2:22][CH2:21]2)=[CH:16][CH:15]=1.N12CCN(CC1)CC2. Product: [F:13][C:14]1[CH:15]=[CH:16][C:17]([N:20]2[CH2:25][CH2:24][C:23]3[NH:1][C:2]4[CH:11]=[CH:10][C:5]([C:6]([O:8][CH3:9])=[O:7])=[CH:4][C:3]=4[C:22]=3[CH2:21]2)=[CH:18][CH:19]=1. The catalyst class is: 274.